From a dataset of Peptide-MHC class I binding affinity with 185,985 pairs from IEDB/IMGT. Regression. Given a peptide amino acid sequence and an MHC pseudo amino acid sequence, predict their binding affinity value. This is MHC class I binding data. The peptide sequence is SVYFAAFAF. The MHC is HLA-A24:03 with pseudo-sequence HLA-A24:03. The binding affinity (normalized) is 0.613.